Dataset: NCI-60 drug combinations with 297,098 pairs across 59 cell lines. Task: Regression. Given two drug SMILES strings and cell line genomic features, predict the synergy score measuring deviation from expected non-interaction effect. (1) Drug 1: CC(C)(C#N)C1=CC(=CC(=C1)CN2C=NC=N2)C(C)(C)C#N. Drug 2: CC1=C(C(=O)C2=C(C1=O)N3CC4C(C3(C2COC(=O)N)OC)N4)N. Cell line: SR. Synergy scores: CSS=61.7, Synergy_ZIP=0.639, Synergy_Bliss=0.202, Synergy_Loewe=-13.5, Synergy_HSA=2.06. (2) Drug 1: CC1=C(C(CCC1)(C)C)C=CC(=CC=CC(=CC(=O)O)C)C. Drug 2: C1CN(CCN1C(=O)CCBr)C(=O)CCBr. Cell line: OVCAR3. Synergy scores: CSS=-6.05, Synergy_ZIP=2.37, Synergy_Bliss=-0.208, Synergy_Loewe=-5.74, Synergy_HSA=-5.68. (3) Drug 1: C1=NC2=C(N1)C(=S)N=C(N2)N. Drug 2: CS(=O)(=O)OCCCCOS(=O)(=O)C. Cell line: IGROV1. Synergy scores: CSS=26.0, Synergy_ZIP=-9.89, Synergy_Bliss=0.246, Synergy_Loewe=-8.31, Synergy_HSA=1.49. (4) Drug 1: CC1=C(C=C(C=C1)NC2=NC=CC(=N2)N(C)C3=CC4=NN(C(=C4C=C3)C)C)S(=O)(=O)N.Cl. Drug 2: CS(=O)(=O)C1=CC(=C(C=C1)C(=O)NC2=CC(=C(C=C2)Cl)C3=CC=CC=N3)Cl. Cell line: HCT-15. Synergy scores: CSS=15.6, Synergy_ZIP=3.08, Synergy_Bliss=8.15, Synergy_Loewe=2.65, Synergy_HSA=5.89. (5) Drug 1: CC1=CC=C(C=C1)C2=CC(=NN2C3=CC=C(C=C3)S(=O)(=O)N)C(F)(F)F. Drug 2: CC12CCC3C(C1CCC2OP(=O)(O)O)CCC4=C3C=CC(=C4)OC(=O)N(CCCl)CCCl.[Na+]. Cell line: KM12. Synergy scores: CSS=1.51, Synergy_ZIP=-1.66, Synergy_Bliss=-1.58, Synergy_Loewe=-1.55, Synergy_HSA=-1.50. (6) Drug 1: C1=CC(=CC=C1C#N)C(C2=CC=C(C=C2)C#N)N3C=NC=N3. Drug 2: C1CN(P(=O)(OC1)NCCCl)CCCl. Cell line: SR. Synergy scores: CSS=-6.09, Synergy_ZIP=-0.706, Synergy_Bliss=-4.01, Synergy_Loewe=-7.42, Synergy_HSA=-6.01. (7) Drug 1: C1CCN(CC1)CCOC2=CC=C(C=C2)C(=O)C3=C(SC4=C3C=CC(=C4)O)C5=CC=C(C=C5)O. Drug 2: C1CCC(C(C1)N)N.C(=O)(C(=O)[O-])[O-].[Pt+4]. Cell line: SR. Synergy scores: CSS=61.4, Synergy_ZIP=1.97, Synergy_Bliss=0.534, Synergy_Loewe=-24.0, Synergy_HSA=-0.530.